Predict the reaction yield, written as a fraction of the theoretical maximum amount of product (1.0 means a 100% yield; for example, 0.34 means a 34% yield). From a dataset of Reaction yield outcomes from USPTO patents with 853,638 reactions. (1) The reactants are [Br:1][C:2]1[CH:3]=[C:4]([CH:7]=[C:8]([B:10]2[O:14]C(C)(C)C(C)(C)[O:11]2)[CH:9]=1)[C:5]#[N:6].Cl. No catalyst specified. The product is [Br:1][C:2]1[CH:9]=[C:8]([B:10]([OH:14])[OH:11])[CH:7]=[C:4]([C:5]#[N:6])[CH:3]=1. The yield is 0.680. (2) The reactants are [OH:1][NH:2][C:3](=[O:15])[C:4]1[CH:9]=[C:8]([N+:10]([O-])=O)[CH:7]=[CH:6][C:5]=1[O:13][CH3:14]. The catalyst is [Pd]. The product is [NH2:10][C:8]1[CH:7]=[CH:6][C:5]([O:13][CH3:14])=[C:4]([CH:9]=1)[C:3]([NH:2][OH:1])=[O:15]. The yield is 0.620. (3) The reactants are [C:1]([O:5][C:6](=[O:34])[NH:7][C:8]([C:10]1[S:11][C:12]([S:32][CH3:33])=[C:13]([S:15]([C:18]2[CH:19]=[C:20]([C:24]3[C:29]([CH3:30])=[CH:28][CH:27]=[CH:26][C:25]=3[NH2:31])[CH:21]=[CH:22][CH:23]=2)(=[O:17])=[O:16])[CH:14]=1)=[NH:9])([CH3:4])([CH3:3])[CH3:2].N1C=CC=CC=1.Cl[C:42](OC1C=CC([N+]([O-])=O)=CC=1)=[O:43].[C:54]([N:73]1[N:77]=[N:76][C:75]([CH2:78][CH2:79][CH2:80][CH2:81][NH2:82])=[N:74]1)([C:67]1[CH:72]=[CH:71][CH:70]=[CH:69][CH:68]=1)([C:61]1[CH:66]=[CH:65][CH:64]=[CH:63][CH:62]=1)[C:55]1[CH:60]=[CH:59][CH:58]=[CH:57][CH:56]=1. The catalyst is C(Cl)Cl. The product is [C:1]([O:5][C:6](=[O:34])[NH:7][C:8](=[NH:9])[C:10]1[S:11][C:12]([S:32][CH3:33])=[C:13]([S:15]([C:18]2[CH:19]=[C:20]([C:24]3[C:29]([CH3:30])=[CH:28][CH:27]=[CH:26][C:25]=3[NH:31][C:42]([NH:82][CH2:81][CH2:80][CH2:79][CH2:78][C:75]3[N:76]=[N:77][N:73]([C:54]([C:55]4[CH:60]=[CH:59][CH:58]=[CH:57][CH:56]=4)([C:61]4[CH:66]=[CH:65][CH:64]=[CH:63][CH:62]=4)[C:67]4[CH:68]=[CH:69][CH:70]=[CH:71][CH:72]=4)[N:74]=3)=[O:43])[CH:21]=[CH:22][CH:23]=2)(=[O:17])=[O:16])[CH:14]=1)([CH3:4])([CH3:3])[CH3:2]. The yield is 0.140.